Dataset: Full USPTO retrosynthesis dataset with 1.9M reactions from patents (1976-2016). Task: Predict the reactants needed to synthesize the given product. (1) Given the product [Cl:25][C:26]1[C:31]([Cl:32])=[CH:30][CH:29]=[C:28]([C:33](=[CH2:2])[CH2:34][CH3:35])[C:27]=1[O:37][CH3:38], predict the reactants needed to synthesize it. The reactants are: Cl[C:2]1C(O)=C(C(=O)CC)C=CC=1Cl.C(=O)([O-])[O-].[K+].[K+].CI.BrCBr.[Cl:25][C:26]1[C:27]([O:37][CH3:38])=[C:28]([C:33](=O)[CH2:34][CH3:35])[CH:29]=[CH:30][C:31]=1[Cl:32].Cl. (2) Given the product [CH3:12][C:13]([OH:17])([CH3:14])[CH2:15][NH:16][C:2]1[CH:7]=[CH:6][C:5]([F:8])=[CH:4][C:3]=1[N+:9]([O-:11])=[O:10], predict the reactants needed to synthesize it. The reactants are: F[C:2]1[CH:7]=[CH:6][C:5]([F:8])=[CH:4][C:3]=1[N+:9]([O-:11])=[O:10].[CH3:12][C:13]([OH:17])([CH2:15][NH2:16])[CH3:14].C(N(C(C)C)CC)(C)C. (3) Given the product [O:4]1[C:8]2[CH:9]=[CH:10][CH:11]=[C:12]([N:13]3[CH2:18][CH2:17][N:16]([CH2:19][CH2:20][C@H:21]4[CH2:26][CH2:25][C@H:24]([NH:27][S:40]([CH2:39][C:38]([F:45])([F:44])[F:37])(=[O:42])=[O:41])[CH2:23][CH2:22]4)[CH2:15][CH2:14]3)[C:7]=2[O:6][CH2:5]1, predict the reactants needed to synthesize it. The reactants are: Cl.Cl.Cl.[O:4]1[C:8]2[CH:9]=[CH:10][CH:11]=[C:12]([N:13]3[CH2:18][CH2:17][N:16]([CH2:19][CH2:20][C@H:21]4[CH2:26][CH2:25][C@H:24]([NH2:27])[CH2:23][CH2:22]4)[CH2:15][CH2:14]3)[C:7]=2[O:6][CH2:5]1.C(N(CC)C(C)C)(C)C.[F:37][C:38]([F:45])([F:44])[CH2:39][S:40](Cl)(=[O:42])=[O:41].C([O-])(O)=O.[Na+].